Dataset: Forward reaction prediction with 1.9M reactions from USPTO patents (1976-2016). Task: Predict the product of the given reaction. (1) The product is: [CH3:13][C:14]1[CH:19]=[CH:18][C:17]([NH2:20])=[CH:16][C:15]=1[NH:21][C:22]1[N:24]=[C:3]([C:7]2[CH:8]=[N:9][CH:10]=[CH:11][CH:12]=2)[CH:4]=[CH:5][N:23]=1. Given the reactants [Na].O=[C:3]([C:7]1[CH:8]=[N:9][CH:10]=[CH:11][CH:12]=1)[CH2:4][CH:5]=O.[CH3:13][C:14]1[CH:19]=[CH:18][C:17]([NH2:20])=[CH:16][C:15]=1[NH:21][C:22]([NH2:24])=[NH:23].[OH-].[K+], predict the reaction product. (2) Given the reactants [CH3:1][O:2][C:3]1[C:4]([CH2:18][O:19][CH3:20])=[N:5][CH:6]=[C:7](B2OC(C)(C)C(C)(C)O2)[CH:8]=1.Br[C:22]1[CH:31]=[CH:30][C:29]2[N:28]=[CH:27][C:26]3[N:32]([CH3:43])[C:33](=[O:42])[N:34]([C:35]4[C:36]([CH3:41])=[N:37][CH:38]=[CH:39][CH:40]=4)[C:25]=3[C:24]=2[CH:23]=1, predict the reaction product. The product is: [CH3:1][O:2][C:3]1[CH:8]=[C:7]([C:22]2[CH:31]=[CH:30][C:29]3[N:28]=[CH:27][C:26]4[N:32]([CH3:43])[C:33](=[O:42])[N:34]([C:35]5[C:36]([CH3:41])=[N:37][CH:38]=[CH:39][CH:40]=5)[C:25]=4[C:24]=3[CH:23]=2)[CH:6]=[N:5][C:4]=1[CH2:18][O:19][CH3:20]. (3) Given the reactants [NH2:1][C:2]1[CH:17]=[CH:16][C:5]([O:6][CH2:7][CH2:8][N:9]2[CH2:14][CH2:13][CH:12]([OH:15])[CH2:11][CH2:10]2)=[C:4]([C:18]2[N:19]([CH3:24])[N:20]=[CH:21][C:22]=2[Br:23])[CH:3]=1.[C:25](O[C:25](=[O:30])[CH2:26][CH2:27][CH2:28][CH3:29])(=[O:30])[CH2:26][CH2:27][CH2:28][CH3:29].C(N(CC)CC)C, predict the reaction product. The product is: [Br:23][C:22]1[CH:21]=[N:20][N:19]([CH3:24])[C:18]=1[C:4]1[CH:3]=[C:2]([NH:1][C:25](=[O:30])[CH2:26][CH2:27][CH2:28][CH3:29])[CH:17]=[CH:16][C:5]=1[O:6][CH2:7][CH2:8][N:9]1[CH2:10][CH2:11][CH:12]([OH:15])[CH2:13][CH2:14]1. (4) Given the reactants [CH3:1][C:2]1[CH:7]=[C:6]([N:8]2[CH2:13][CH2:12][C:11](=O)[CH2:10][CH2:9]2)[CH:5]=[CH:4][N:3]=1.Cl.[NH2:16][CH2:17][CH2:18][SH:19], predict the reaction product. The product is: [CH3:1][C:2]1[CH:7]=[C:6]([N:8]2[CH2:13][CH2:12][C:11]3([S:19][CH2:18][CH2:17][NH:16]3)[CH2:10][CH2:9]2)[CH:5]=[CH:4][N:3]=1. (5) Given the reactants [Cl:1][C:2]1[CH:7]=[CH:6][CH:5]=[CH:4][C:3]=1[CH:8]([O:10][C:11]1[CH:15]=[C:14]([N:16]2[C:20]3[CH:21]=[N:22][CH:23]=[CH:24][C:19]=3[N:18]=[CH:17]2)[S:13][C:12]=1[C:25]([O:27]C)=O)[CH3:9].[NH3:29], predict the reaction product. The product is: [Cl:1][C:2]1[CH:7]=[CH:6][CH:5]=[CH:4][C:3]=1[CH:8]([O:10][C:11]1[CH:15]=[C:14]([N:16]2[C:20]3[CH:21]=[N:22][CH:23]=[CH:24][C:19]=3[N:18]=[CH:17]2)[S:13][C:12]=1[C:25]([NH2:29])=[O:27])[CH3:9]. (6) Given the reactants C([O:4][C:5]1[CH:10]=[CH:9][C:8](Br)=[CH:7][C:6]=1[N+:12]([O-:14])=[O:13])(=O)C.NC1C=CC(B2OC(C)(C)C(C)(C)O2)=CC=1NC(=O)C1C=CC(OC)=CC=1.[S:42]1[CH:46]=[CH:45][CH:44]=[C:43]1B(O)O, predict the reaction product. The product is: [N+:12]([C:6]1[C:7]([C:43]2[S:42][CH:46]=[CH:45][CH:44]=2)=[CH:8][CH:9]=[CH:10][C:5]=1[OH:4])([O-:14])=[O:13]. (7) Given the reactants C1(C2(C(O)=[O:13])CCCC2)C=CC=CC=1.[C:15]1([C@@H:21]([N:23]2[CH2:27][C@@H:26]3[CH:28](N)[CH2:29][CH2:30][C@@H:25]3[CH2:24]2)[CH3:22])[CH:20]=[CH:19][CH:18]=[CH:17][CH:16]=1.C(N1C[C@H]2C(N)CC[C@H]2C1)C1C=CC=CC=1, predict the reaction product. The product is: [C:15]1([C@@H:21]([N:23]2[CH2:27][C@H:26]3[C:28](=[O:13])[CH2:29][CH2:30][C@H:25]3[CH2:24]2)[CH3:22])[CH:20]=[CH:19][CH:18]=[CH:17][CH:16]=1. (8) Given the reactants [CH2:1]([O:3][C:4]([C:6]1[NH:7][N:8]=[C:9]2[C:18]3[C:13](=[CH:14][N:15]=[C:16]([Cl:19])[CH:17]=3)[CH2:12][CH2:11][C:10]=12)=[O:5])[CH3:2].O(C(C)(C)C)[Li].[C:26]([O:30][C:31]([N:33]1[CH2:36][C:35]([NH:43][C:44]([O:46][C:47]([CH3:50])([CH3:49])[CH3:48])=[O:45])([CH2:37]OS(C)(=O)=O)[CH2:34]1)=[O:32])([CH3:29])([CH3:28])[CH3:27], predict the reaction product. The product is: [CH2:1]([O:3][C:4]([C:6]1[N:7]([CH2:37][C:35]2([NH:43][C:44]([O:46][C:47]([CH3:50])([CH3:49])[CH3:48])=[O:45])[CH2:34][N:33]([C:31]([O:30][C:26]([CH3:27])([CH3:28])[CH3:29])=[O:32])[CH2:36]2)[N:8]=[C:9]2[C:18]3[C:13](=[CH:14][N:15]=[C:16]([Cl:19])[CH:17]=3)[CH2:12][CH2:11][C:10]=12)=[O:5])[CH3:2]. (9) The product is: [F:2][C:3]1[CH:29]=[CH:28][C:6]([CH2:7][NH:8][C:9]([C:11]2[N:12]=[C:13]3[CH:41]([N:42]([CH3:48])[C:43](=[O:47])[C:44]([N:35]([CH3:36])[CH3:34])=[O:46])[CH2:18][CH2:17][C:16]([CH3:23])([CH3:22])[CH2:15][N:14]3[C:24](=[O:27])[C:25]=2[OH:26])=[O:10])=[CH:5][C:4]=1[CH3:30]. Given the reactants Cl.[F:2][C:3]1[CH:29]=[CH:28][C:6]([CH2:7][NH:8][C:9]([C:11]2[N:12]=[C:13]3C(NC)[CH2:18][CH2:17][C:16]([CH3:23])([CH3:22])[CH2:15][N:14]3[C:24](=[O:27])[C:25]=2[OH:26])=[O:10])=[CH:5][C:4]=1[CH3:30].C1[CH:36]=[N:35][C:34]2N(O)N=NC=2C=1.[CH3:41][N:42]([CH3:48])[C:43](=[O:47])[C:44]([OH:46])=O.C(N(CC)CC)C.C(Cl)CCl, predict the reaction product. (10) Given the reactants Cl[C:2]1[CH:7]=[CH:6][C:5]([C:8]2[CH:9]([C:26]3[CH:40]=[CH:39][C:29]([O:30][CH2:31][CH2:32][N:33]4[CH2:36][CH:35]([CH2:37][F:38])[CH2:34]4)=[CH:28][CH:27]=3)[O:10][C:11]3[C:16]([C:17]=2[CH3:18])=[CH:15][C:14]([O:19][CH:20]2[CH2:25][CH2:24][CH2:23][CH2:22][O:21]2)=[CH:13][CH:12]=3)=[CH:4][CH:3]=1.ClC1C=CC(C2C(C3C=CC(OC[CH2:68][N:69]4CC(CF)C4)=CC=3)OC3C(C=2C)=CC(O)=CC=3)=CC=1.C(P(C(C)(C)C)C1C=CC2C(=CC=CC=2)C=1C1C2C(=CC=CC=2)C=CC=1)(C)(C)C, predict the reaction product. The product is: [F:38][CH2:37][CH:35]1[CH2:34][N:33]([CH2:32][CH2:31][O:30][C:29]2[CH:39]=[CH:40][C:26]([CH:9]3[C:8]([C:5]4[CH:4]=[CH:3][C:2]([C:68]#[N:69])=[CH:7][CH:6]=4)=[C:17]([CH3:18])[C:16]4[C:11](=[CH:12][CH:13]=[C:14]([O:19][CH:20]5[CH2:25][CH2:24][CH2:23][CH2:22][O:21]5)[CH:15]=4)[O:10]3)=[CH:27][CH:28]=2)[CH2:36]1.